From a dataset of Forward reaction prediction with 1.9M reactions from USPTO patents (1976-2016). Predict the product of the given reaction. (1) Given the reactants [CH2:1]([NH:3][C:4]([C:6]1[N:10]2[C:11](=[O:27])[CH:12]=[C:13]([CH2:15][C:16]3[CH:21]=[CH:20][CH:19]=[C:18]([C:22]([F:25])([F:24])[F:23])[C:17]=3[F:26])[N:14]=[C:9]2[S:8][C:7]=1[C:28]([NH2:30])=O)=[O:5])[CH3:2].C(N(CC)CC)C.FC(F)(F)C(OC(=O)C(F)(F)F)=O.C(=O)([O-])O.[Na+], predict the reaction product. The product is: [C:28]([C:7]1[S:8][C:9]2=[N:14][C:13]([CH2:15][C:16]3[CH:21]=[CH:20][CH:19]=[C:18]([C:22]([F:23])([F:25])[F:24])[C:17]=3[F:26])=[CH:12][C:11](=[O:27])[N:10]2[C:6]=1[C:4]([NH:3][CH2:1][CH3:2])=[O:5])#[N:30]. (2) Given the reactants [Cl:1][C:2]1[CH:14]=[CH:13][C:5]([C:6](/[N:8]=[CH:9]/[N:10](C)C)=O)=[CH:4][CH:3]=1.O.[NH2:16]N, predict the reaction product. The product is: [Cl:1][C:2]1[CH:14]=[CH:13][C:5]([C:6]2[N:8]=[CH:9][NH:10][N:16]=2)=[CH:4][CH:3]=1. (3) Given the reactants Br[C:2]1[CH:3]=[C:4]2[C:8](=[C:9]([C:11]([F:14])([F:13])[F:12])[CH:10]=1)[C:7](=[O:15])[N:6]([CH2:16][C:17]1[CH:22]=[CH:21][C:20]([O:23][C:24]([F:27])([F:26])[F:25])=[CH:19][CH:18]=1)[CH2:5]2.[CH3:28][N:29]1[CH2:34][CH2:33][NH:32][CH2:31][CH2:30]1.N1C2C(=CC=C3C=2N=CC=C3)C=CC=1.CC(C)([O-])C.[Na+], predict the reaction product. The product is: [CH3:28][N:29]1[CH2:34][CH2:33][N:32]([C:2]2[CH:3]=[C:4]3[C:8](=[C:9]([C:11]([F:14])([F:13])[F:12])[CH:10]=2)[C:7](=[O:15])[N:6]([CH2:16][C:17]2[CH:22]=[CH:21][C:20]([O:23][C:24]([F:27])([F:26])[F:25])=[CH:19][CH:18]=2)[CH2:5]3)[CH2:31][CH2:30]1. (4) Given the reactants Cl[CH2:2][C:3]1[O:4][C:5]([C:8]2[CH:9]=[CH:10][C:11]3[O:15][CH:14]=[C:13]([C:16]4[CH:21]=[CH:20][CH:19]=[C:18]([O:22][C:23]([F:26])([F:25])[F:24])[CH:17]=4)[C:12]=3[CH:27]=2)=[N:6][N:7]=1.[I-].[K+].[CH3:30][NH2:31].O1CCCC1, predict the reaction product. The product is: [CH3:30][NH:31][CH2:2][C:3]1[O:4][C:5]([C:8]2[CH:9]=[CH:10][C:11]3[O:15][CH:14]=[C:13]([C:16]4[CH:21]=[CH:20][CH:19]=[C:18]([O:22][C:23]([F:26])([F:25])[F:24])[CH:17]=4)[C:12]=3[CH:27]=2)=[N:6][N:7]=1. (5) Given the reactants [Cl:1][C:2]1[CH:8]=[C:7]([O:9][C:10]2[C:19]3[C:14](=[CH:15][C:16]([O:22][CH3:23])=[C:17]([O:20][CH3:21])[CH:18]=3)[N:13]=[CH:12][N:11]=2)[CH:6]=[CH:5][C:3]=1[NH2:4].C(N(CC)CC)C.ClC(Cl)(O[C:35](=[O:41])OC(Cl)(Cl)Cl)Cl.Cl.[NH2:44][C:45]1[S:49][N:48]=[C:47]([CH3:50])[CH:46]=1, predict the reaction product. The product is: [Cl:1][C:2]1[CH:8]=[C:7]([O:9][C:10]2[C:19]3[C:14](=[CH:15][C:16]([O:22][CH3:23])=[C:17]([O:20][CH3:21])[CH:18]=3)[N:13]=[CH:12][N:11]=2)[CH:6]=[CH:5][C:3]=1[NH:4][C:35]([NH:44][C:45]1[S:49][N:48]=[C:47]([CH3:50])[CH:46]=1)=[O:41]. (6) Given the reactants [NH2:1][CH2:2][CH2:3][C@@H:4]([NH:6][C:7](=[O:13])[O:8][C:9]([CH3:12])([CH3:11])[CH3:10])[CH3:5].[N:14]1[CH:19]=[CH:18][CH:17]=[C:16]([CH:20]=O)[CH:15]=1.ClC(Cl)C.C(O)(=O)C.C(O[BH-](OC(=O)C)OC(=O)C)(=O)C.[Na+], predict the reaction product. The product is: [CH3:5][C@H:4]([NH:6][C:7](=[O:13])[O:8][C:9]([CH3:12])([CH3:11])[CH3:10])[CH2:3][CH2:2][NH:1][CH2:20][C:16]1[CH:15]=[N:14][CH:19]=[CH:18][CH:17]=1. (7) Given the reactants Cl[C:2]1[CH:7]=[N:6][CH:5]=[C:4]([Cl:8])[N:3]=1.[OH:9][CH2:10][C:11]1[CH:12]=[C:13]([CH:16]=[CH:17][CH:18]=1)[C:14]#[N:15].[OH-].[K+].C1OCCOCCOCCOCCOCCOC1, predict the reaction product. The product is: [Cl:8][C:4]1[N:3]=[C:2]([O:9][CH2:10][C:11]2[CH:12]=[C:13]([CH:16]=[CH:17][CH:18]=2)[C:14]#[N:15])[CH:7]=[N:6][CH:5]=1. (8) The product is: [CH3:17][CH2:16][C@:15]12[CH2:30][CH2:29][C@H:28]3[C@@H:19]([CH2:20][CH2:21][C:22]4[C@@H:27]3[CH2:26][CH2:25][C:24](=[O:31])[CH:23]=4)[C@@H:18]1[CH:12]=[CH:13][C:14]2=[O:32]. Given the reactants C(N(CC)CC)C.C(O[C@@H:12]1[C@H:18]2[C@H:19]3[C@H:28]([CH2:29][CH2:30][C@:15]2([CH2:16][CH3:17])[C:14](=[O:32])[CH2:13]1)[C@@H:27]1[C:22](=[CH:23][C:24](=[O:31])[CH2:25][CH2:26]1)[CH2:21][CH2:20]3)(=O)C.O, predict the reaction product. (9) Given the reactants Br[C:2]1[CH:3]=[CH:4][C:5]([C:8]([F:11])([F:10])[F:9])=[N:6][CH:7]=1.C([O:16][C:17]([N:19]1[CH2:24][CH2:23][NH:22][CH2:21][CH2:20]1)=[O:18])(C)(C)C.CC(C)([O-])C.[Na+].C1(P(C2CCCCC2)C2C=CC=CC=2C2C=CC=CC=2)CCCCC1, predict the reaction product. The product is: [F:9][C:8]([F:11])([F:10])[C:17]([O-:16])=[O:18].[F:9][C:8]([F:11])([F:10])[C:5]1[N:6]=[CH:7][C:2]([NH+:19]2[CH2:24][CH2:23][NH:22][CH2:21][CH2:20]2)=[CH:3][CH:4]=1.